This data is from Reaction yield outcomes from USPTO patents with 853,638 reactions. The task is: Predict the reaction yield, written as a fraction of the theoretical maximum amount of product (1.0 means a 100% yield; for example, 0.34 means a 34% yield). (1) The reactants are Cl[CH2:2][CH2:3][CH2:4][O:5][C:6]1[CH:11]=[CH:10][C:9]([C:12]2[S:13][C:14]3[CH2:19][CH2:18][CH:17]([C:20]([N:22]4[CH2:27][CH2:26][CH2:25][CH2:24][CH2:23]4)=[O:21])[C:15]=3[N:16]=2)=[CH:8][CH:7]=1.[CH3:28][CH:29]1[CH2:33][CH2:32][CH2:31][NH:30]1. The catalyst is C(#N)C. The product is [CH3:28][CH:29]1[CH2:33][CH2:32][CH2:31][N:30]1[CH2:2][CH2:3][CH2:4][O:5][C:6]1[CH:11]=[CH:10][C:9]([C:12]2[S:13][C:14]3[CH2:19][CH2:18][CH:17]([C:20]([N:22]4[CH2:27][CH2:26][CH2:25][CH2:24][CH2:23]4)=[O:21])[C:15]=3[N:16]=2)=[CH:8][CH:7]=1. The yield is 0.540. (2) The yield is 0.970. The product is [CH2:29]([O:28][C:26](=[O:27])[C@H:24]([CH2:23][C:19]([CH3:21])([CH3:20])[CH3:22])[NH:25][C:15](=[O:17])[C@@H:9]([CH2:10][C:11]([CH3:12])([CH3:13])[CH3:14])[NH:8][C:6]([O:5][C:1]([CH3:2])([CH3:3])[CH3:4])=[O:7])[C:30]1[CH:35]=[CH:34][CH:33]=[CH:32][CH:31]=1. The reactants are [C:1]([O:5][C:6]([NH:8][C@@H:9]([C:15]([OH:17])=O)[CH2:10][C:11]([CH3:14])([CH3:13])[CH3:12])=[O:7])([CH3:4])([CH3:3])[CH3:2].Cl.[C:19]([CH2:23][C@@H:24]([C:26]([O:28][CH2:29][C:30]1[CH:35]=[CH:34][CH:33]=[CH:32][CH:31]=1)=[O:27])[NH2:25])([CH3:22])([CH3:21])[CH3:20].CN1CCOCC1. No catalyst specified. (3) The yield is 0.351. The catalyst is C1COCC1.CCOC(C)=O. The product is [CH3:19][O:20][CH:21]([O:24][CH3:25])[CH2:22][NH:23][C:12](=[O:18])[C:13]([NH:10][CH2:9][C:6]1[CH:7]=[CH:8][C:3]([O:2][CH3:1])=[CH:4][CH:5]=1)=[O:14]. The reactants are [CH3:1][O:2][C:3]1[CH:8]=[CH:7][C:6]([CH2:9][NH2:10])=[CH:5][CH:4]=1.Cl[C:12](=[O:18])[C:13](OCC)=[O:14].[CH3:19][O:20][CH:21]([O:24][CH3:25])[CH2:22][NH2:23].C(N(CC)C(C)C)(C)C.C([O-])(O)=O.[Na+]. (4) The reactants are [CH:1]1([CH2:4][CH2:5][C:6]2[CH:11]=[CH:10][C:9]([S:12]([CH3:15])(=[O:14])=[O:13])=[CH:8][C:7]=2I)[CH2:3][CH2:2]1.[CH3:17][N:18]1[CH:23]=[C:22](B2OC(C)(C)C(C)(C)O2)[CH:21]=[CH:20][C:19]1=[O:33].C([O-])([O-])=O.[Na+].[Na+].CC(=O)OCC. The catalyst is CN(C=O)C.O.C1C=CC(P(C2C=CC=CC=2)[C-]2C=CC=C2)=CC=1.C1C=CC(P(C2C=CC=CC=2)[C-]2C=CC=C2)=CC=1.Cl[Pd]Cl.[Fe+2]. The product is [CH:1]1([CH2:4][CH2:5][C:6]2[CH:11]=[CH:10][C:9]([S:12]([CH3:15])(=[O:14])=[O:13])=[CH:8][C:7]=2[C:22]2[CH:21]=[CH:20][C:19](=[O:33])[N:18]([CH3:17])[CH:23]=2)[CH2:3][CH2:2]1. The yield is 0.550. (5) The reactants are [CH2:1]([O:3][C:4](=[O:20])[C:5]([CH3:19])([CH3:18])[CH2:6][C:7]1[CH:12]=[CH:11][C:10]([NH2:13])=[CH:9][C:8]=1[C:14]([F:17])([F:16])[F:15])[CH3:2].[Br:21][C:22]1[CH:27]=[CH:26][C:25]([CH2:28][C:29](O)=[O:30])=[C:24]([F:32])[CH:23]=1.CN(C(ON1N=NC2C=CC=NC1=2)=[N+](C)C)C.F[P-](F)(F)(F)(F)F.O. The catalyst is C(Cl)Cl. The product is [Br:21][C:22]1[CH:27]=[CH:26][C:25]([CH2:28][C:29]([NH:13][C:10]2[CH:11]=[CH:12][C:7]([CH2:6][C:5]([CH3:19])([CH3:18])[C:4]([O:3][CH2:1][CH3:2])=[O:20])=[C:8]([C:14]([F:15])([F:17])[F:16])[CH:9]=2)=[O:30])=[C:24]([F:32])[CH:23]=1. The yield is 0.830.